From a dataset of Catalyst prediction with 721,799 reactions and 888 catalyst types from USPTO. Predict which catalyst facilitates the given reaction. (1) Reactant: [O:1]1[C:10]2[C:5](=[CH:6][CH:7]=[CH:8][CH:9]=2)[C:4](=[O:11])[CH2:3][CH2:2]1.[N-:12]=[N+]=[N-].[Na+].[OH-].[K+]. Product: [O:1]1[C:10]2[CH:9]=[CH:8][CH:7]=[CH:6][C:5]=2[C:4](=[O:11])[NH:12][CH2:3][CH2:2]1. The catalyst class is: 65. (2) Reactant: [CH3:1][C:2]1[CH:3]=[C:4]([NH:7]C(=O)OC(C)(C)C)[S:5][CH:6]=1.[C:15]([OH:21])([C:17]([F:20])([F:19])[F:18])=[O:16]. Product: [CH3:1][C:2]1[CH:3]=[C:4]([NH2:7])[S:5][CH:6]=1.[C:15]([OH:21])([C:17]([F:20])([F:19])[F:18])=[O:16]. The catalyst class is: 2. (3) Reactant: [NH:1]1[CH2:5][CH2:4][CH2:3][C@H:2]1[CH2:6][OH:7].CCN(C(C)C)C(C)C.[C:17](Cl)(=[O:24])[C:18]1[CH:23]=[CH:22][CH:21]=[CH:20][CH:19]=1. Product: [OH:7][CH2:6][C@@H:2]1[CH2:3][CH2:4][CH2:5][N:1]1[C:17]([C:18]1[CH:23]=[CH:22][CH:21]=[CH:20][CH:19]=1)=[O:24]. The catalyst class is: 2. (4) Reactant: C(N(CC)C(C)C)C.[C:9]1([C:15]2[N:20]=[CH:19][C:18]([C:21](Cl)=[O:22])=[CH:17][N:16]=2)[CH:14]=[CH:13][CH:12]=[CH:11][CH:10]=1.[F:24][C:25]1[CH:26]=[C:27]2[C:31](=[CH:32][CH:33]=1)[N:30]([NH2:34])[CH:29]=[CH:28]2. Product: [F:24][C:25]1[CH:26]=[C:27]2[C:31](=[CH:32][CH:33]=1)[N:30]([NH:34][C:21]([C:18]1[CH:17]=[N:16][C:15]([C:9]3[CH:14]=[CH:13][CH:12]=[CH:11][CH:10]=3)=[N:20][CH:19]=1)=[O:22])[CH:29]=[CH:28]2. The catalyst class is: 2. (5) Product: [Cl:23][C:18]1[CH:17]=[C:16]([NH:15][C:13](=[O:14])[N:12]([CH:8]2[CH2:9][C:10]3[CH:11]=[C:2]([NH:1][S:35]([CH3:34])(=[O:37])=[O:36])[CH:3]=[CH:4][C:5]=3[CH2:6][CH2:7]2)[CH2:24][CH2:25][CH2:26][N:27]2[CH2:28][CH2:29][N:30]([CH3:33])[CH2:31][CH2:32]2)[CH:21]=[CH:20][C:19]=1[F:22]. Reactant: [NH2:1][C:2]1[CH:11]=[C:10]2[C:5]([CH2:6][CH2:7][CH:8]([N:12]([CH2:24][CH2:25][CH2:26][N:27]3[CH2:32][CH2:31][N:30]([CH3:33])[CH2:29][CH2:28]3)[C:13]([NH:15][C:16]3[CH:21]=[CH:20][C:19]([F:22])=[C:18]([Cl:23])[CH:17]=3)=[O:14])[CH2:9]2)=[CH:4][CH:3]=1.[CH3:34][S:35](Cl)(=[O:37])=[O:36].CCN(C(C)C)C(C)C. The catalyst class is: 2. (6) Reactant: [NH2:1][C:2]1[N:7]=[C:6]([SH:8])[C:5]([C:9]#[N:10])=[C:4]([S:11][CH3:12])[N:3]=1.[CH3:13]I. Product: [NH2:1][C:2]1[N:3]=[C:4]([S:11][CH3:12])[C:5]([C:9]#[N:10])=[C:6]([S:8][CH3:13])[N:7]=1. The catalyst class is: 21. (7) Reactant: [CH3:1][O:2][C:3]1[C:12]([O:13][CH3:14])=[CH:11][CH:10]=[C:9]2[C:4]=1[CH2:5][CH2:6][N:7](C(OC(C)(C)C)=O)[CH2:8]2.[ClH:22]. Product: [ClH:22].[CH3:1][O:2][C:3]1[C:12]([O:13][CH3:14])=[CH:11][CH:10]=[C:9]2[C:4]=1[CH2:5][CH2:6][NH:7][CH2:8]2. The catalyst class is: 5. (8) Reactant: [C:1]([O:5][C:6]([N:8]1[CH2:12][CH2:11][CH2:10][CH:9]1[C:13](=[O:30])[NH:14][C:15]1[CH:20]=[CH:19][C:18]([C:21]2[CH:26]=[CH:25][CH:24]=[CH:23][C:22]=2SC)=[CH:17][C:16]=1[CH3:29])=[O:7])([CH3:4])([CH3:3])[CH3:2].Cl[C:32]1C=C(C=CC=1)C(OO)=O.O[O:43][S:44]([O-:46])=O.[K+]. Product: [C:1]([O:5][C:6]([N:8]1[CH2:12][CH2:11][CH2:10][CH:9]1[C:13](=[O:30])[NH:14][C:15]1[CH:20]=[CH:19][C:18]([C:21]2[CH:22]=[CH:23][CH:24]=[CH:25][C:26]=2[S:44]([CH3:32])(=[O:46])=[O:43])=[CH:17][C:16]=1[CH3:29])=[O:7])([CH3:3])([CH3:4])[CH3:2]. The catalyst class is: 25.